Dataset: Forward reaction prediction with 1.9M reactions from USPTO patents (1976-2016). Task: Predict the product of the given reaction. (1) Given the reactants C(=O)([O-])[O-].[Cs+].[Cs+].[Cl:7][C:8]1[CH:9]=[CH:10][C:11]([C:41]#[N:42])=[C:12]([C:14]2[C:19]([O:20][CH3:21])=[CH:18][N:17]([CH:22]([CH2:38][CH3:39])[C:23]([NH:25][C:26]3[CH:35]=[C:34]([F:36])[C:29]([C:30]([O:32]C)=[O:31])=[C:28]([F:37])[CH:27]=3)=[O:24])[C:16](=[O:40])[CH:15]=2)[CH:13]=1, predict the reaction product. The product is: [Cl:7][C:8]1[CH:9]=[CH:10][C:11]([C:41]#[N:42])=[C:12]([C:14]2[C:19]([O:20][CH3:21])=[CH:18][N:17]([CH:22]([CH2:38][CH3:39])[C:23]([NH:25][C:26]3[CH:35]=[C:34]([F:36])[C:29]([C:30]([OH:32])=[O:31])=[C:28]([F:37])[CH:27]=3)=[O:24])[C:16](=[O:40])[CH:15]=2)[CH:13]=1. (2) Given the reactants [CH3:1][O:2][C:3]1[CH:4]=[C:5]2[C:10](=[CH:11][C:12]=1[O:13][CH3:14])[N:9]=[CH:8][CH:7]=[C:6]2[O:15][C:16]1[CH:22]=[CH:21][C:19]([NH2:20])=[CH:18][CH:17]=1.C(N(CC)CC)C.ClC(Cl)(O[C:34](=[O:40])OC(Cl)(Cl)Cl)Cl.[N:42]1([CH2:47][CH2:48][NH2:49])[CH2:46][CH2:45][CH2:44][CH2:43]1, predict the reaction product. The product is: [CH3:1][O:2][C:3]1[CH:4]=[C:5]2[C:10](=[CH:11][C:12]=1[O:13][CH3:14])[N:9]=[CH:8][CH:7]=[C:6]2[O:15][C:16]1[CH:22]=[CH:21][C:19]([NH:20][C:34]([NH:49][CH2:48][CH2:47][N:42]2[CH2:46][CH2:45][CH2:44][CH2:43]2)=[O:40])=[CH:18][CH:17]=1. (3) Given the reactants [F:1][C:2]1[CH:7]=[CH:6][C:5]([C:8]2[N:12]3[N:13]=[CH:14][C:15]([C:17]([F:20])([F:19])[F:18])=[N:16][C:11]3=[N:10][CH:9]=2)=[CH:4][C:3]=1[OH:21].Cl.Cl[CH2:24][C:25]1[NH:26][C:27]2[CH:33]=[CH:32][CH:31]=[CH:30][C:28]=2[N:29]=1, predict the reaction product. The product is: [NH:26]1[C:27]2[CH:33]=[CH:32][CH:31]=[CH:30][C:28]=2[N:29]=[C:25]1[CH2:24][O:21][C:3]1[CH:4]=[C:5]([C:8]2[N:12]3[N:13]=[CH:14][C:15]([C:17]([F:18])([F:19])[F:20])=[N:16][C:11]3=[N:10][CH:9]=2)[CH:6]=[CH:7][C:2]=1[F:1]. (4) The product is: [OH:17][CH2:16][C:18]1[N:22]([CH3:23])[N:21]=[CH:20][C:19]=1[C:24]#[C:25][C:26]1[CH:31]=[CH:30][C:29]([S:32]([NH2:35])(=[O:34])=[O:33])=[CH:28][CH:27]=1. Given the reactants [H-].C([Al+]CC(C)C)C(C)C.O1CCCC1.[CH:16]([C:18]1[N:22]([CH3:23])[N:21]=[CH:20][C:19]=1[C:24]#[C:25][C:26]1[CH:31]=[CH:30][C:29]([S:32]([NH2:35])(=[O:34])=[O:33])=[CH:28][CH:27]=1)=[O:17].Cl, predict the reaction product.